From a dataset of NCI-60 drug combinations with 297,098 pairs across 59 cell lines. Regression. Given two drug SMILES strings and cell line genomic features, predict the synergy score measuring deviation from expected non-interaction effect. Drug 1: CCC1(CC2CC(C3=C(CCN(C2)C1)C4=CC=CC=C4N3)(C5=C(C=C6C(=C5)C78CCN9C7C(C=CC9)(C(C(C8N6C)(C(=O)OC)O)OC(=O)C)CC)OC)C(=O)OC)O.OS(=O)(=O)O. Drug 2: C(CCl)NC(=O)N(CCCl)N=O. Cell line: OVCAR-5. Synergy scores: CSS=0.852, Synergy_ZIP=-0.148, Synergy_Bliss=0.405, Synergy_Loewe=-0.349, Synergy_HSA=-0.249.